From a dataset of Forward reaction prediction with 1.9M reactions from USPTO patents (1976-2016). Predict the product of the given reaction. (1) The product is: [Cl:23][C:24]1[CH:25]=[C:26]([C@@H:31]2[CH2:40][CH2:39][C@H:38]([NH:41][CH3:42])[C:37]3[CH:36]=[C:35]([C:43](=[S:10])[NH2:45])[CH:34]=[CH:33][C:32]2=3)[CH:27]=[CH:28][C:29]=1[Cl:30]. Given the reactants COC1C=CC(P2(SP(C3C=CC(OC)=CC=3)(=S)S2)=[S:10])=CC=1.[Cl:23][C:24]1[CH:25]=[C:26]([C@@H:31]2[CH2:40][CH2:39][C@H:38]([NH:41][CH3:42])[C:37]3[CH:36]=[C:35]([C:43]([NH2:45])=O)[CH:34]=[CH:33][C:32]2=3)[CH:27]=[CH:28][C:29]=1[Cl:30], predict the reaction product. (2) Given the reactants F[CH2:2][C:3]([C:5]1[CH:10]=[CH:9][CH:8]=[CH:7][CH:6]=1)=[O:4].[C:11]1([OH:17])[CH:16]=[CH:15][CH:14]=[CH:13][CH:12]=1.C(=O)([O-])[O-].[K+].[K+].O, predict the reaction product. The product is: [O:17]([CH2:2][C:3]([C:5]1[CH:10]=[CH:9][CH:8]=[CH:7][CH:6]=1)=[O:4])[C:11]1[CH:16]=[CH:15][CH:14]=[CH:13][CH:12]=1.